Dataset: Forward reaction prediction with 1.9M reactions from USPTO patents (1976-2016). Task: Predict the product of the given reaction. (1) Given the reactants C1C=C(Cl)C=C(C(OO)=[O:9])C=1.[CH:12]1([NH:15][C:16]([C:18]2[CH:19]=[C:20]([F:40])[C:21]([CH3:39])=[C:22]([C:24]3[N:29]=[CH:28][C:27]([C:30]([NH:32][C@H:33]([CH3:38])[C:34]([CH3:37])([CH3:36])[CH3:35])=[O:31])=[CH:26][CH:25]=3)[CH:23]=2)=[O:17])[CH2:14][CH2:13]1, predict the reaction product. The product is: [CH:12]1([NH:15][C:16]([C:18]2[CH:19]=[C:20]([F:40])[C:21]([CH3:39])=[C:22]([C:24]3[N+:29]([O-:9])=[CH:28][C:27]([C:30]([NH:32][C@H:33]([CH3:38])[C:34]([CH3:36])([CH3:35])[CH3:37])=[O:31])=[CH:26][CH:25]=3)[CH:23]=2)=[O:17])[CH2:14][CH2:13]1. (2) Given the reactants C([N:8]1[C@@H:13]([CH2:14][O:15][Si:16]([C:29]([CH3:32])([CH3:31])[CH3:30])([C:23]2[CH:28]=[CH:27][CH:26]=[CH:25][CH:24]=2)[C:17]2[CH:22]=[CH:21][CH:20]=[CH:19][CH:18]=2)[CH2:12][O:11][C@@H:10]([CH2:33][OH:34])[CH2:9]1)C1C=CC=CC=1.[CH3:47][C:46]([O:45][C:43](O[C:43]([O:45][C:46]([CH3:49])([CH3:48])[CH3:47])=[O:44])=[O:44])([CH3:49])[CH3:48].CCN(CC)CC, predict the reaction product. The product is: [Si:16]([O:15][CH2:14][C@@H:13]1[N:8]([C:43]([O:45][C:46]([CH3:47])([CH3:48])[CH3:49])=[O:44])[CH2:9][C@H:10]([CH2:33][OH:34])[O:11][CH2:12]1)([C:29]([CH3:31])([CH3:32])[CH3:30])([C:17]1[CH:18]=[CH:19][CH:20]=[CH:21][CH:22]=1)[C:23]1[CH:28]=[CH:27][CH:26]=[CH:25][CH:24]=1. (3) The product is: [NH2:1][CH2:2][CH2:3][C:4]1[CH:10]=[CH:9][C:8]([NH:13][S:35]([C:29]2[CH:34]=[CH:33][CH:32]=[CH:31][CH:30]=2)(=[O:37])=[O:36])=[CH:7][CH:5]=1. Given the reactants [NH2:1][CH2:2][CH2:3][C:4]1[CH:10]=[CH:9][CH:8]=[CH:7][C:5]=1N.C([N:13](CC)CC)C.C(OC(OC([O-])=O)=O)(C)(C)C.[C:29]1([S:35](Cl)(=[O:37])=[O:36])[CH:34]=[CH:33][CH:32]=[CH:31][CH:30]=1.Cl, predict the reaction product. (4) Given the reactants C([N:3](CC)CC)C.C1(P(N=[N+]=[N-])(C2C=CC=CC=2)=O)C=CC=CC=1.[CH3:25][O:26][C:27]([C:29]1[CH:30]=[C:31]([CH:46]=[CH:47][C:48]=1[N+:49]([O-:51])=[O:50])[C:32]([C:34]1[N:38]2[CH:39]=[C:40](C(O)=O)[CH:41]=[CH:42][C:37]2=[CH:36][N:35]=1)=[O:33])=[O:28].[C:52](=[O:55])(O)[O-:53].[Na+].[C:57]1([CH3:63])[CH:62]=CC=C[CH:58]=1, predict the reaction product. The product is: [C:57]([O:53][C:52]([NH:3][C:40]1[CH:41]=[CH:42][C:37]2[N:38]([C:34]([C:32]([C:31]3[CH:46]=[CH:47][C:48]([N+:49]([O-:51])=[O:50])=[C:29]([CH:30]=3)[C:27]([O:26][CH3:25])=[O:28])=[O:33])=[N:35][CH:36]=2)[CH:39]=1)=[O:55])([CH3:63])([CH3:62])[CH3:58]. (5) Given the reactants Cl.[N:2]1[CH:7]=[CH:6][CH:5]=[N:4][C:3]=1[N:8]1[CH2:13][CH2:12][N:11]([CH2:14][CH2:15][CH2:16][CH2:17][N:18]2[C:27](=[O:28])[CH2:26][C:21]3([CH2:25][CH2:24][CH2:23][CH2:22]3)[CH2:20][C:19]2=[O:29])[CH2:10][CH2:9]1, predict the reaction product. The product is: [CH:6]1[CH:5]=[N:4][C:3]([N:8]2[CH2:13][CH2:12][N:11]([CH2:14][CH2:15][CH2:16][CH2:17][N:18]3[C:27](=[O:28])[CH2:26][C:21]4([CH2:22][CH2:23][CH2:24][CH2:25]4)[CH2:20][C:19]3=[O:29])[CH2:10][CH2:9]2)=[N:2][CH:7]=1. (6) The product is: [Cl:22][C:23]1[CH:24]=[C:25]([C:2]2[S:6][C:5]([C@@H:7]([OH:21])[C@@H:8]3[N:12]([CH3:13])[C:11](=[O:14])[CH2:10][C@@H:9]3[C:15]3[CH:20]=[CH:19][CH:18]=[CH:17][CH:16]=3)=[CH:4][CH:3]=2)[CH:26]=[CH:27][C:28]=1[F:29]. Given the reactants Br[C:2]1[S:6][C:5]([C@@H:7]([OH:21])[C@@H:8]2[N:12]([CH3:13])[C:11](=[O:14])[CH2:10][C@@H:9]2[C:15]2[CH:20]=[CH:19][CH:18]=[CH:17][CH:16]=2)=[CH:4][CH:3]=1.[Cl:22][C:23]1[CH:24]=[C:25](B(O)O)[CH:26]=[CH:27][C:28]=1[F:29].C([O-])([O-])=O.[Na+].[Na+].C(Cl)Cl, predict the reaction product. (7) The product is: [ClH:24].[ClH:24].[ClH:24].[NH2:7][CH:8]1[CH2:9][CH2:10][N:11]([CH2:14][CH2:15][N:16]2[CH2:21][CH2:20][CH2:19][C@@H:18]([OH:22])[CH2:17]2)[CH2:12][CH2:13]1. Given the reactants C(OC(=O)[NH:7][CH:8]1[CH2:13][CH2:12][N:11]([CH2:14][CH2:15][N:16]2[CH2:21][CH2:20][CH2:19][C@@H:18]([OH:22])[CH2:17]2)[CH2:10][CH2:9]1)(C)(C)C.[ClH:24].O1CCOCC1.Cl.Cl.Cl.CC1CCN(CCN2CCC(N)CC2)CC1, predict the reaction product. (8) Given the reactants [F:1][C:2]1[CH:3]=[CH:4][C:5](B2OC(C)(C)C(C)(C)O2)=[C:6]2[C:10]=1[C@H:9]([O:11][C:12]1[CH:25]=[CH:24][C:15]3[C@H:16]([CH2:19][C:20]([O:22][CH3:23])=[O:21])[CH2:17][O:18][C:14]=3[CH:13]=1)[CH2:8][CH2:7]2.Br[C:36]1[C:41]([CH3:42])=[CH:40][C:39]([C:43]2[N:47]([CH3:48])[N:46]=[CH:45][CH:44]=2)=[CH:38][C:37]=1[CH3:49], predict the reaction product. The product is: [CH3:42][C:41]1[CH:40]=[C:39]([C:43]2[N:47]([CH3:48])[N:46]=[CH:45][CH:44]=2)[CH:38]=[C:37]([CH3:49])[C:36]=1[C:5]1[CH:4]=[CH:3][C:2]([F:1])=[C:10]2[C:6]=1[CH2:7][CH2:8][C@H:9]2[O:11][C:12]1[CH:25]=[CH:24][C:15]2[C@H:16]([CH2:19][C:20]([O:22][CH3:23])=[O:21])[CH2:17][O:18][C:14]=2[CH:13]=1. (9) Given the reactants BrC1C2N(C=C(C(O)=O)N=2)C=CC=1.[Br:14][C:15]1[N:20]2[CH:21]=[C:22]([C:24]([O:26]CC)=[O:25])[N:23]=[C:19]2[CH:18]=[CH:17][CH:16]=1, predict the reaction product. The product is: [Br:14][C:15]1[N:20]2[CH:21]=[C:22]([C:24]([OH:26])=[O:25])[N:23]=[C:19]2[CH:18]=[CH:17][CH:16]=1. (10) Given the reactants C(OC([N:8]1[C:12]2=[C:13](Cl)[N:14]=[CH:15][C:16]([C:17]([N:19]3[CH2:24][CH2:23][CH2:22][CH2:21][CH2:20]3)=[O:18])=[C:11]2[C:10]([CH3:26])=[CH:9]1)=O)(C)(C)C.[CH3:27][O:28][C:29]1[CH:30]=[C:31]([CH:33]=[CH:34][CH:35]=1)[NH2:32], predict the reaction product. The product is: [CH3:27][O:28][C:29]1[CH:30]=[C:31]([NH:32][C:13]2[N:14]=[CH:15][C:16]([C:17]([N:19]3[CH2:20][CH2:21][CH2:22][CH2:23][CH2:24]3)=[O:18])=[C:11]3[C:10]([CH3:26])=[CH:9][NH:8][C:12]=23)[CH:33]=[CH:34][CH:35]=1.